From a dataset of CYP1A2 inhibition data for predicting drug metabolism from PubChem BioAssay. Regression/Classification. Given a drug SMILES string, predict its absorption, distribution, metabolism, or excretion properties. Task type varies by dataset: regression for continuous measurements (e.g., permeability, clearance, half-life) or binary classification for categorical outcomes (e.g., BBB penetration, CYP inhibition). Dataset: cyp1a2_veith. (1) The compound is CCCCNc1cc(=O)oc2ccccc12. The result is 1 (inhibitor). (2) The drug is CN(C)c1ccc(-c2nccc(NCCN3CCOCC3)n2)cc1. The result is 1 (inhibitor). (3) The compound is Cc1ccc(OP(=O)(Oc2ccc(C)cc2)N2C=Cc3ccccc3[C@H]2C#N)cc1. The result is 1 (inhibitor). (4) The compound is S=C1N(c2ccccc2)C(c2ccc(Cl)cc2)N2CCCN12. The result is 1 (inhibitor). (5) The molecule is CCCc1nc(SCC(=O)Nc2nnc(CC)s2)c2c(C)c(C)sc2n1. The result is 0 (non-inhibitor). (6) The molecule is N#Cc1cccc(NC(=O)N2CCC3(CC2)CCN(C(=O)c2ccco2)CC3)c1. The result is 0 (non-inhibitor).